Dataset: Forward reaction prediction with 1.9M reactions from USPTO patents (1976-2016). Task: Predict the product of the given reaction. The product is: [C:33]1([NH:32][C:1](=[O:7])/[CH:2]=[CH:3]/[C:4]([C:26]2[CH:27]=[CH:28][C:23]([O:22][CH3:21])=[C:24]([O:29][CH3:30])[CH:25]=2)=[O:5])[CH:38]=[CH:37][CH:36]=[CH:35][CH:34]=1. Given the reactants [C:1]1(=[O:7])O[C:4](=[O:5])[CH:3]=[CH:2]1.S(OCC)(OCC)(=O)=O.[Cl-].[Al+3].[Cl-].[Cl-].[CH3:21][O:22][C:23]1[CH:28]=[CH:27][CH:26]=[CH:25][C:24]=1[O:29][CH3:30].Cl.[NH2:32][C:33]1[CH:38]=[CH:37][CH:36]=[CH:35][CH:34]=1, predict the reaction product.